This data is from Reaction yield outcomes from USPTO patents with 853,638 reactions. The task is: Predict the reaction yield, written as a fraction of the theoretical maximum amount of product (1.0 means a 100% yield; for example, 0.34 means a 34% yield). (1) The reactants are [NH2:1][C:2]1[C:3]([C:7](=[N:16][OH:17])[NH:8][C:9]2[CH:14]=[CH:13][CH:12]=[C:11]([Cl:15])[CH:10]=2)=[N:4][O:5][N:6]=1.C1N=CN([C:23](N2C=NC=C2)=[O:24])C=1. The catalyst is O1CCCC1.C(OCC)(=O)C. The product is [NH2:1][C:2]1[C:3]([C:7]2[N:8]([C:9]3[CH:14]=[CH:13][CH:12]=[C:11]([Cl:15])[CH:10]=3)[C:23](=[O:24])[O:17][N:16]=2)=[N:4][O:5][N:6]=1. The yield is 0.940. (2) The reactants are [Mg].[F:2][C:3](S(C1C=CC=CC=1)(=O)=O)(S(C1C=CC=CC=1)(=O)=O)[CH:4]([C:7]1[CH:12]=[CH:11][C:10]([CH2:13][CH:14]([CH3:16])[CH3:15])=[CH:9][CH:8]=1)[CH2:5][OH:6].O. The catalyst is C(Br)Br.C[Si](Cl)(C)C.CO. The product is [F:2][CH2:3][CH:4]([C:7]1[CH:8]=[CH:9][C:10]([CH2:13][CH:14]([CH3:16])[CH3:15])=[CH:11][CH:12]=1)[CH2:5][OH:6]. The yield is 0.870. (3) The reactants are [NH2:1][C:2]1[CH:3]=[C:4]([CH:25]=[CH:26][CH:27]=1)[O:5][C:6]1[CH:14]=[C:13]([F:15])[CH:12]=[C:11]([NH:16][C:17]2[CH:22]=[CH:21][C:20]([I:23])=[CH:19][C:18]=2[F:24])[C:7]=1[C:8]([NH2:10])=[O:9].N1C=CC=CC=1.[CH3:34][S:35](Cl)(=[O:37])=[O:36]. The catalyst is ClCCl. The product is [F:15][C:13]1[CH:14]=[C:6]([O:5][C:4]2[CH:25]=[CH:26][CH:27]=[C:2]([NH:1][S:35]([CH3:34])(=[O:37])=[O:36])[CH:3]=2)[C:7]([C:8]([NH2:10])=[O:9])=[C:11]([NH:16][C:17]2[CH:22]=[CH:21][C:20]([I:23])=[CH:19][C:18]=2[F:24])[CH:12]=1. The yield is 0.610. (4) The reactants are [N+]([C:4]1[CH:12]=[CH:11][C:7]([C:8]([OH:10])=[O:9])=[CH:6][CH:5]=1)([O-])=O.[C:13](OCC)(=[O:15])[CH3:14]. The catalyst is F[B-](F)(F)F.C([N+](CCCC)(CCCC)CCCC)CCC. The product is [O:15]1[CH:13]=[CH:14][CH:4]=[C:12]1[CH:11]=[C:7]1[CH2:6][CH2:5][O:10][C:8]1=[O:9]. The yield is 0.610. (5) The reactants are [F:1][C:2]1[CH:3]=[C:4]([CH3:11])[CH:5]=[CH:6][C:7]=1[N+:8]([O-:10])=[O:9].[Mn]([O-])(=O)(=O)=[O:13].[K+].[OH2:18]. No catalyst specified. The product is [F:1][C:2]1[CH:3]=[C:4]([CH:5]=[CH:6][C:7]=1[N+:8]([O-:10])=[O:9])[C:11]([OH:13])=[O:18]. The yield is 0.580. (6) The product is [NH:1]1[C:9]2[C:4](=[CH:5][CH:6]=[C:7](/[CH:10]=[CH:11]/[C:12](=[O:17])[CH2:13][C:14](=[O:16])/[CH:15]=[CH:24]/[C:23]3[CH:26]=[CH:27][C:28]([CH2:30][N:31]4[CH2:36][CH2:35][N:34]([CH3:37])[CH2:33][CH2:32]4)=[CH:29][C:22]=3[O:21][CH3:20])[CH:8]=2)[CH:3]=[CH:2]1. The reactants are [NH:1]1[C:9]2[C:4](=[CH:5][CH:6]=[C:7](/[CH:10]=[CH:11]/[C:12](=[O:17])[CH2:13][C:14](=[O:16])[CH3:15])[CH:8]=2)[CH:3]=[CH:2]1.[B]=O.[CH3:20][O:21][C:22]1[CH:29]=[C:28]([CH2:30][N:31]2[CH2:36][CH2:35][N:34]([CH3:37])[CH2:33][CH2:32]2)[CH:27]=[CH:26][C:23]=1[CH:24]=O.N1CCCCC1.C([O-])([O-])=O.[K+].[K+]. The yield is 0.470. The catalyst is CCOC(C)=O.B(OC(C)C)(OC(C)C)OC(C)C. (7) The reactants are Br[C:2]1[C:7]([F:8])=[C:6]([Cl:9])[N:5]=[C:4]([N:10]2[CH2:15][CH2:14][O:13][CH2:12][CH2:11]2)[CH:3]=1.[CH3:16][C:17]1[N:22]=[CH:21][C:20]([NH2:23])=[CH:19][C:18]=1B1OC(C)(C)C(C)(C)O1.C([O-])([O-])=O.[Na+].[Na+]. The catalyst is COCCOC.C1C=CC([P]([Pd]([P](C2C=CC=CC=2)(C2C=CC=CC=2)C2C=CC=CC=2)([P](C2C=CC=CC=2)(C2C=CC=CC=2)C2C=CC=CC=2)[P](C2C=CC=CC=2)(C2C=CC=CC=2)C2C=CC=CC=2)(C2C=CC=CC=2)C2C=CC=CC=2)=CC=1. The product is [Cl:9][C:6]1[C:7]([F:8])=[C:2]([C:18]2[C:17]([CH3:16])=[N:22][CH:21]=[C:20]([NH2:23])[CH:19]=2)[CH:3]=[C:4]([N:10]2[CH2:15][CH2:14][O:13][CH2:12][CH2:11]2)[N:5]=1. The yield is 0.770. (8) The reactants are Br[C:2]1[CH:3]=[CH:4][C:5]([O:23][CH3:24])=[C:6](/[CH:8]=[CH:9]/[C:10]2[NH:11][CH:12]=[C:13]([C:15]3[CH:20]=[CH:19][C:18]([Cl:21])=[CH:17][C:16]=3[Cl:22])[N:14]=2)[CH:7]=1.[C:25]([C:27]1[CH:32]=[CH:31][C:30]([O:33][CH3:34])=[CH:29][CH:28]=1)#[CH:26]. No catalyst specified. The product is [Cl:22][C:16]1[CH:17]=[C:18]([Cl:21])[CH:19]=[CH:20][C:15]=1[C:13]1[N:14]=[C:10](/[CH:9]=[CH:8]/[C:6]2[CH:7]=[C:2]([C:26]#[C:25][C:27]3[CH:32]=[CH:31][C:30]([O:33][CH3:34])=[CH:29][CH:28]=3)[CH:3]=[CH:4][C:5]=2[O:23][CH3:24])[NH:11][CH:12]=1. The yield is 0.390. (9) The reactants are [CH3:1][C:2]1[C:7]([N+:8]([O-:10])=[O:9])=[CH:6][CH:5]=[CH:4][C:3]=1[O:11][CH3:12].C=O.C[C:16](C)([O-:18])C.[K+].C1COCC1. The catalyst is CS(C)=O.O.C(OCC)(=O)C. The product is [CH3:12][O:11][C:3]1[CH:4]=[CH:5][CH:6]=[C:7]([N+:8]([O-:10])=[O:9])[C:2]=1[CH2:1][CH2:16][OH:18]. The yield is 0.710.